This data is from Merck oncology drug combination screen with 23,052 pairs across 39 cell lines. The task is: Regression. Given two drug SMILES strings and cell line genomic features, predict the synergy score measuring deviation from expected non-interaction effect. Drug 1: C#Cc1cccc(Nc2ncnc3cc(OCCOC)c(OCCOC)cc23)c1. Drug 2: CCc1cnn2c(NCc3ccc[n+]([O-])c3)cc(N3CCCCC3CCO)nc12. Cell line: NCIH2122. Synergy scores: synergy=20.3.